From a dataset of Full USPTO retrosynthesis dataset with 1.9M reactions from patents (1976-2016). Predict the reactants needed to synthesize the given product. The reactants are: P(Cl)(Cl)([Cl:3])=O.[O:6]1[CH2:12][CH2:11][CH2:10][C:9](=O)[CH2:8][CH2:7]1.CN(C)[CH:16]=[O:17]. Given the product [Cl:3][C:10]1=[C:9]([CH:16]=[O:17])[CH2:8][CH2:7][O:6][CH2:12][CH2:11]1, predict the reactants needed to synthesize it.